The task is: Predict the product of the given reaction.. This data is from Forward reaction prediction with 1.9M reactions from USPTO patents (1976-2016). Given the reactants C([O:4][C@H:5]1[C@@H:9]([O:10]C(=O)C)[C@H:8]([N:14]2[CH:22]=[N:21][C:20]3[C:15]2=[N:16][C:17]([C:40]#[N:41])=[N:18][C:19]=3[NH:23][CH2:24][CH:25]([C:33]2[CH:38]=[CH:37][C:36]([CH3:39])=[CH:35][CH:34]=2)[C:26]2[CH:31]=[CH:30][C:29]([CH3:32])=[CH:28][CH:27]=2)[O:7][C@@H:6]1[CH2:42][O:43]C(=O)C)(=O)C, predict the reaction product. The product is: [NH2:41][CH2:40][C:17]1[N:16]=[C:15]2[C:20]([N:21]=[CH:22][N:14]2[C@H:8]2[C@H:9]([OH:10])[C@H:5]([OH:4])[C@@H:6]([CH2:42][OH:43])[O:7]2)=[C:19]([NH:23][CH2:24][CH:25]([C:33]2[CH:38]=[CH:37][C:36]([CH3:39])=[CH:35][CH:34]=2)[C:26]2[CH:31]=[CH:30][C:29]([CH3:32])=[CH:28][CH:27]=2)[N:18]=1.